From a dataset of Forward reaction prediction with 1.9M reactions from USPTO patents (1976-2016). Predict the product of the given reaction. (1) Given the reactants Cl[C:2]1[C:3]2[N:4]([C:8]([CH:27]3[CH2:30][CH2:29][CH2:28]3)=[N:9][C:10]=2[C:11]2[CH:20]=[C:19]3[C:14]([CH:15]=[CH:16][C:17]([C:21]4[CH:26]=[CH:25][CH:24]=[CH:23][CH:22]=4)=[N:18]3)=[CH:13][CH:12]=2)[CH:5]=[CH:6][N:7]=1.[OH2:31].Cl, predict the reaction product. The product is: [CH:27]1([C:8]2[N:4]3[CH:5]=[CH:6][N:7]=[C:2]([OH:31])[C:3]3=[C:10]([C:11]3[CH:20]=[C:19]4[C:14]([CH:15]=[CH:16][C:17]([C:21]5[CH:22]=[CH:23][CH:24]=[CH:25][CH:26]=5)=[N:18]4)=[CH:13][CH:12]=3)[N:9]=2)[CH2:28][CH2:29][CH2:30]1. (2) Given the reactants Cl[C:2]1[N:7]=[N:6][C:5]([C:8]2[CH:16]=[C:15]3[C:11]([CH2:12][N:13]4[C:19]([C:20]5[C:21]([C:26]6[CH:31]=[CH:30][CH:29]=[CH:28][CH:27]=6)=[N:22][O:23][C:24]=5[CH3:25])=[N:18][N:17]=[C:14]43)=[CH:10][CH:9]=2)=[CH:4][CH:3]=1.[CH3:32][NH2:33], predict the reaction product. The product is: [CH3:32][NH:33][C:2]1[N:7]=[N:6][C:5]([C:8]2[CH:16]=[C:15]3[C:11]([CH2:12][N:13]4[C:19]([C:20]5[C:21]([C:26]6[CH:31]=[CH:30][CH:29]=[CH:28][CH:27]=6)=[N:22][O:23][C:24]=5[CH3:25])=[N:18][N:17]=[C:14]43)=[CH:10][CH:9]=2)=[CH:4][CH:3]=1.